The task is: Predict the reactants needed to synthesize the given product.. This data is from Full USPTO retrosynthesis dataset with 1.9M reactions from patents (1976-2016). (1) Given the product [F:1][CH:2]([F:38])[O:3][C:4]1[C:9]([O:10][C:11]2[C:25]([O:26][C:27]3[CH:28]=[N:29][C:30]([S:33]([CH2:36][CH3:37])(=[O:34])=[O:35])=[CH:31][CH:32]=3)=[CH:24][C:14]3[NH:15][C:16]([C:18]4[CH:23]=[CH:22][N:40]([CH3:39])[N:19]=4)=[N:17][C:13]=3[CH:12]=2)=[CH:8][CH:7]=[CH:6][N:5]=1, predict the reactants needed to synthesize it. The reactants are: [F:1][CH:2]([F:38])[O:3][C:4]1[C:9]([O:10][C:11]2[C:25]([O:26][C:27]3[CH:28]=[N:29][C:30]([S:33]([CH2:36][CH3:37])(=[O:35])=[O:34])=[CH:31][CH:32]=3)=[CH:24][C:14]3[NH:15][C:16]([C:18]4[CH:23]=[CH:22]C=C[N:19]=4)=[N:17][C:13]=3[CH:12]=2)=[CH:8][CH:7]=[CH:6][N:5]=1.[CH3:39][N:40]1C=CC(C(O)=O)=N1. (2) Given the product [CH:29]1([C:35]([NH:1][CH2:2][CH:3]2[CH2:8][CH2:7][N:6]([S:9]([C:12]3[C:21]4[C:16](=[CH:17][CH:18]=[CH:19][CH:20]=4)[CH:15]=[CH:14][CH:13]=3)(=[O:11])=[O:10])[CH2:5][CH2:4]2)=[O:36])[CH2:34][CH2:33][CH2:32][CH2:31][CH2:30]1, predict the reactants needed to synthesize it. The reactants are: [NH2:1][CH2:2][CH:3]1[CH2:8][CH2:7][N:6]([S:9]([C:12]2[C:21]3[C:16](=[CH:17][CH:18]=[CH:19][CH:20]=3)[CH:15]=[CH:14][CH:13]=2)(=[O:11])=[O:10])[CH2:5][CH2:4]1.C(N(CC)CC)C.[CH:29]1([C:35](Cl)=[O:36])[CH2:34][CH2:33][CH2:32][CH2:31][CH2:30]1.